Dataset: Reaction yield outcomes from USPTO patents with 853,638 reactions. Task: Predict the reaction yield, written as a fraction of the theoretical maximum amount of product (1.0 means a 100% yield; for example, 0.34 means a 34% yield). (1) The reactants are [OH:1][N:2]1[C:6](=[O:7])[CH2:5][CH2:4][C:3]1=[O:8].CCN=C=NCCCN(C)C.[CH3:20][O:21][CH2:22][CH2:23][O:24][CH2:25][CH2:26][O:27][CH2:28][CH2:29][O:30][CH2:31][CH2:32][CH2:33][C:34](O)=[O:35]. The catalyst is C(Cl)Cl. The product is [O:8]=[C:3]1[CH2:4][CH2:5][C:6](=[O:7])[N:2]1[O:1][C:34](=[O:35])[CH2:33][CH2:32][CH2:31][O:30][CH2:29][CH2:28][O:27][CH2:26][CH2:25][O:24][CH2:23][CH2:22][O:21][CH3:20]. The yield is 0.430. (2) The reactants are F[C:2]1[CH:7]=[CH:6][N:5]=[C:4]([C:8]2[CH:13]=[C:12]([N:14]3[CH2:19][CH2:18][CH2:17][CH2:16][CH2:15]3)[CH:11]=[CH:10][C:9]=2[N+:20]([O-:22])=[O:21])[CH:3]=1.[F:23][C:24]([F:34])([F:33])[C:25]1[CH:26]=[C:27]([CH:30]=[CH:31][CH:32]=1)[CH2:28][NH2:29].C(=O)([O-])[O-].[K+].[K+]. The catalyst is CN(C)C=O.O. The product is [N+:20]([C:9]1[CH:10]=[CH:11][C:12]([N:14]2[CH2:19][CH2:18][CH2:17][CH2:16][CH2:15]2)=[CH:13][C:8]=1[C:4]1[CH:3]=[C:2]([NH:29][CH2:28][C:27]2[CH:30]=[CH:31][CH:32]=[C:25]([C:24]([F:23])([F:33])[F:34])[CH:26]=2)[CH:7]=[CH:6][N:5]=1)([O-:22])=[O:21]. The yield is 0.660. (3) The reactants are Br[C:2]1[C:3]([O:17][CH:18]2[CH2:21][CH2:20][CH2:19]2)=[C:4]2[C:9](=[CH:10][CH:11]=1)[N:8]([C:12]([O:14][CH3:15])=[O:13])[C@@H:7]([CH3:16])[CH2:6][CH2:5]2.[B:22]1([B:22]2[O:26][C:25]([CH3:28])([CH3:27])[C:24]([CH3:30])([CH3:29])[O:23]2)[O:26][C:25]([CH3:28])([CH3:27])[C:24]([CH3:30])([CH3:29])[O:23]1.C([O-])(=O)C.[K+]. The catalyst is O1CCOCC1.C1C=CC(P(C2C=CC=CC=2)[C-]2C=CC=C2)=CC=1.C1C=CC(P(C2C=CC=CC=2)[C-]2C=CC=C2)=CC=1.Cl[Pd]Cl.[Fe+2].ClCCl. The product is [CH:18]1([O:17][C:3]2[C:2]([B:22]3[O:26][C:25]([CH3:28])([CH3:27])[C:24]([CH3:30])([CH3:29])[O:23]3)=[CH:11][CH:10]=[C:9]3[C:4]=2[CH2:5][CH2:6][C@H:7]([CH3:16])[N:8]3[C:12]([O:14][CH3:15])=[O:13])[CH2:21][CH2:20][CH2:19]1. The yield is 0.360. (4) The product is [O:1]=[C:2]1[NH:7][C:6]2[CH:8]=[C:9]([CH:12]=[O:13])[CH:10]=[CH:11][C:5]=2[S:4][CH2:3]1. The reactants are [O:1]=[C:2]1[NH:7][C:6]2[CH:8]=[C:9]([C:12](O)=[O:13])[CH:10]=[CH:11][C:5]=2[S:4][CH2:3]1.COC(C1C=CC2SCC(=O)NC=2C=1)=O.[Li+].[OH-]. The yield is 0.600. The catalyst is C1COCC1.O. (5) The reactants are [Cl-].O[NH3+:3].[C:4](=[O:7])([O-])[OH:5].[Na+].CS(C)=O.[CH3:13][C:14]1[N:15]([C:39]2[CH:40]=[N:41][C:42]([O:45][CH:46]3[CH2:51][CH2:50][O:49][CH2:48][CH2:47]3)=[CH:43][CH:44]=2)[C:16](=[O:38])[C:17]([CH2:23][C:24]2[CH:29]=[CH:28][C:27]([C:30]3[C:31]([C:36]#[N:37])=[CH:32][CH:33]=[CH:34][CH:35]=3)=[CH:26][CH:25]=2)=[C:18]([CH2:20][CH2:21][CH3:22])[N:19]=1. The catalyst is C(OCC)(=O)C. The product is [CH3:13][C:14]1[N:15]([C:39]2[CH:40]=[N:41][C:42]([O:45][CH:46]3[CH2:47][CH2:48][O:49][CH2:50][CH2:51]3)=[CH:43][CH:44]=2)[C:16](=[O:38])[C:17]([CH2:23][C:24]2[CH:25]=[CH:26][C:27]([C:30]3[CH:35]=[CH:34][CH:33]=[CH:32][C:31]=3[C:36]3[NH:3][C:4](=[O:7])[O:5][N:37]=3)=[CH:28][CH:29]=2)=[C:18]([CH2:20][CH2:21][CH3:22])[N:19]=1. The yield is 0.640. (6) The reactants are Cl[C:2]1[CH:7]=[N:6][CH:5]=[C:4]([Cl:8])[N:3]=1.C1(P(C2CCCCC2)C2CCCCC2)CCCCC1.P([O-])([O-])([O-])=O.[K+].[K+].[K+].CC1(C)C(C)(C)OB([C:44]2[CH:45]=[N:46][N:47]3[CH:52]=[CH:51][CH:50]=[CH:49][C:48]=23)O1. The catalyst is CN(C=O)C.[Pd].[Pd].C(=CC(C=CC1C=CC=CC=1)=O)C1C=CC=CC=1.C(=CC(C=CC1C=CC=CC=1)=O)C1C=CC=CC=1.C(=CC(C=CC1C=CC=CC=1)=O)C1C=CC=CC=1. The product is [Cl:8][C:4]1[N:3]=[C:2]([C:44]2[CH:45]=[N:46][N:47]3[CH:52]=[CH:51][CH:50]=[CH:49][C:48]=23)[CH:7]=[N:6][CH:5]=1. The yield is 0.330. (7) The reactants are [CH2:1]([C:3]1[C:4]([O:14][CH3:15])=[N:5][C:6]([CH3:13])=[C:7]([CH:12]=1)[C:8]([NH:10][OH:11])=[NH:9])[CH3:2].[CH2:16](OC(OCC)OCC)C.B(F)(F)F.CCOCC. No catalyst specified. The product is [CH2:1]([C:3]1[C:4]([O:14][CH3:15])=[N:5][C:6]([CH3:13])=[C:7]([C:8]2[N:9]=[CH:16][O:11][N:10]=2)[CH:12]=1)[CH3:2]. The yield is 0.150. (8) The reactants are [OH-].[K+].[CH2:3]([O:10][C:11]1[CH:12]=[C:13]2[C:17](=[CH:18][CH:19]=1)[NH:16][CH:15]=[CH:14]2)[C:4]1[CH:9]=[CH:8][CH:7]=[CH:6][CH:5]=1.[CH3:20][N:21]1[CH2:26][CH2:25][C:24](=O)[CH2:23][CH2:22]1. The catalyst is CO. The product is [CH2:3]([O:10][C:11]1[CH:12]=[C:13]2[C:17](=[CH:18][CH:19]=1)[NH:16][CH:15]=[C:14]2[C:24]1[CH2:25][CH2:26][N:21]([CH3:20])[CH2:22][CH:23]=1)[C:4]1[CH:5]=[CH:6][CH:7]=[CH:8][CH:9]=1. The yield is 0.900. (9) The reactants are [CH2:1]([O:3][C:4]([N:6]1[CH:15]=[CH:14][C:13]2[C:8](=[CH:9][C:10]([O:17][CH3:18])=[C:11]([OH:16])[CH:12]=2)[CH:7]1[CH2:19][C:20]1[CH:25]=[CH:24][CH:23]=[C:22]([O:26][CH3:27])[CH:21]=1)=[O:5])[CH3:2].C(=O)([O-])[O-].[K+].[K+].[CH:34]1(I)[CH2:38][CH2:37][CH2:36][CH2:35]1.C(OCC)(=O)C.CCCCCC. The catalyst is CN(C)C=O. The product is [CH2:1]([O:3][C:4]([N:6]1[CH:15]=[CH:14][C:13]2[C:8](=[CH:9][C:10]([O:17][CH3:18])=[C:11]([O:16][CH:34]3[CH2:38][CH2:37][CH2:36][CH2:35]3)[CH:12]=2)[CH:7]1[CH2:19][C:20]1[CH:25]=[CH:24][CH:23]=[C:22]([O:26][CH3:27])[CH:21]=1)=[O:5])[CH3:2]. The yield is 0.320. (10) The reactants are [CH2:1]([O:8][C:9](=[O:49])[NH:10][CH:11]([CH2:42][C:43]1[CH:48]=[CH:47][CH:46]=[CH:45][CH:44]=1)[C:12](=[O:41])[CH2:13][N:14]([CH2:28][C:29]1[CH:34]=[CH:33][C:32]([C:35]2[CH:40]=[CH:39][CH:38]=[CH:37][N:36]=2)=[CH:31][CH:30]=1)[NH:15][C:16](=[O:27])[CH:17]([NH:22][C:23]([O:25][CH3:26])=[O:24])[C:18]([CH3:21])([CH3:20])[CH3:19])[C:2]1[CH:7]=[CH:6][CH:5]=[CH:4][CH:3]=1.[H-].C(O[Al](OC(C)(C)C)OC(C)(C)C)(C)(C)C.[Li+]. The catalyst is C(OCC)C. The product is [CH2:1]([O:8][C:9](=[O:49])[NH:10][CH:11]([CH2:42][C:43]1[CH:48]=[CH:47][CH:46]=[CH:45][CH:44]=1)[CH:12]([OH:41])[CH2:13][N:14]([CH2:28][C:29]1[CH:30]=[CH:31][C:32]([C:35]2[CH:40]=[CH:39][CH:38]=[CH:37][N:36]=2)=[CH:33][CH:34]=1)[NH:15][C:16](=[O:27])[CH:17]([NH:22][C:23]([O:25][CH3:26])=[O:24])[C:18]([CH3:20])([CH3:19])[CH3:21])[C:2]1[CH:3]=[CH:4][CH:5]=[CH:6][CH:7]=1. The yield is 0.540.